From a dataset of Full USPTO retrosynthesis dataset with 1.9M reactions from patents (1976-2016). Predict the reactants needed to synthesize the given product. (1) Given the product [CH:24]([C:2]1[CH:10]=[CH:9][C:5]([C:6]([OH:8])=[O:7])=[C:4]([F:11])[CH:3]=1)=[CH2:25], predict the reactants needed to synthesize it. The reactants are: Br[C:2]1[CH:10]=[CH:9][C:5]([C:6]([OH:8])=[O:7])=[C:4]([F:11])[CH:3]=1.S([O-])([O-])(=O)=O.[Mg+2].B1(C=C)OB([CH:24]=[CH2:25])OB(C=C)O1.C1C=CN=CC=1.C(=O)([O-])[O-].[K+].[K+]. (2) Given the product [CH3:32][C:33]1[CH:34]=[C:35]([CH:45]=[CH:46][CH:47]=1)[O:36][C:37]1[CH:38]=[C:39]([CH2:40][NH:41][C:4](=[O:6])[C:3]2[CH:7]=[CH:8][CH:9]=[N:10][C:2]=2[NH2:1])[CH:42]=[CH:43][CH:44]=1, predict the reactants needed to synthesize it. The reactants are: [NH2:1][C:2]1[N:10]=[CH:9][CH:8]=[CH:7][C:3]=1[C:4]([OH:6])=O.ON1C2C=CC=CC=2N=N1.CCN=C=NCCCN(C)C.[CH3:32][C:33]1[CH:34]=[C:35]([CH:45]=[CH:46][CH:47]=1)[O:36][C:37]1[CH:38]=[C:39]([CH:42]=[CH:43][CH:44]=1)[CH2:40][NH2:41]. (3) Given the product [Cl:21][C:18]1[CH:19]=[CH:20][C:15]([CH2:14][CH:11]2[C:10]3([O:22][CH2:3]3)[C:9]([CH:8]=[C:7]([Cl:6])[CH3:24])([CH3:23])[CH2:13][CH2:12]2)=[CH:16][CH:17]=1, predict the reactants needed to synthesize it. The reactants are: [Sm].I[CH2:3]CI.[Cl:6][C:7](=[CH2:24])[CH2:8][C:9]1([CH3:23])[CH2:13][CH2:12][CH:11]([CH2:14][C:15]2[CH:20]=[CH:19][C:18]([Cl:21])=[CH:17][CH:16]=2)[C:10]1=[O:22].ICI.[OH-].[Na+].Cl.